From a dataset of Catalyst prediction with 721,799 reactions and 888 catalyst types from USPTO. Predict which catalyst facilitates the given reaction. (1) Reactant: C([O:5][C:6]1[CH:7]=[C:8]([CH:38]=[CH:39][CH:40]=1)[CH2:9][O:10][CH2:11][CH2:12][CH2:13][CH2:14][C:15]([NH:31]S(C(C)(C)C)=O)([C:22]1[CH:27]=[CH:26][C:25]([C:28]#[N:29])=[C:24]([F:30])[CH:23]=1)[C:16]1[N:17]([CH3:21])[CH:18]=[N:19][CH:20]=1)(C)(C)C.Cl. Product: [NH2:31][C:15]([C:22]1[CH:27]=[CH:26][C:25]([C:28]#[N:29])=[C:24]([F:30])[CH:23]=1)([C:16]1[N:17]([CH3:21])[CH:18]=[N:19][CH:20]=1)[CH2:14][CH2:13][CH2:12][CH2:11][O:10][CH2:9][C:8]1[CH:38]=[CH:39][CH:40]=[C:6]([OH:5])[CH:7]=1. The catalyst class is: 71. (2) The catalyst class is: 4. Product: [Cl:1][C:2]1[CH:7]=[CH:6][CH:5]=[CH:4][C:3]=1[CH2:8][C:9]1[N:18]([CH2:17][CH:14]2[CH2:13][CH2:12][CH2:16][O:15]2)[C:19](=[S:20])[NH:21][N:22]=1. Reactant: [Cl:1][C:2]1[CH:7]=[CH:6][CH:5]=[CH:4][C:3]=1[CH2:8][C:9](O)=O.[CH2:12]1[CH2:16][O:15][CH:14]([CH2:17][NH:18][C:19]([NH:21][NH2:22])=[S:20])[CH2:13]1. (3) Reactant: [CH3:1][S:2](Cl)(=[O:4])=[O:3].[CH2:6]([O:13][C:14](=[O:27])[NH:15][C:16]1[C:25]2[CH2:24][CH:23]([NH2:26])[CH2:22][CH2:21][C:20]=2[CH:19]=[CH:18][CH:17]=1)[C:7]1[CH:12]=[CH:11][CH:10]=[CH:9][CH:8]=1.C(N(C(C)C)CC)(C)C.O. Product: [CH2:6]([O:13][C:14](=[O:27])[NH:15][C:16]1[C:25]2[CH2:24][CH:23]([NH:26][S:2]([CH3:1])(=[O:4])=[O:3])[CH2:22][CH2:21][C:20]=2[CH:19]=[CH:18][CH:17]=1)[C:7]1[CH:12]=[CH:11][CH:10]=[CH:9][CH:8]=1. The catalyst class is: 2. (4) Reactant: [H-].[H-].[H-].[H-].[Li+].[Al+3].C(O[C:10](=O)[CH2:11][C:12]1[N:17]=[C:16]([NH:18][CH3:19])[CH:15]=[CH:14][CH:13]=1)C.[OH2:21].[OH-].[Na+]. Product: [CH3:19][NH:18][C:16]1[N:17]=[C:12]([CH:11]([OH:21])[CH3:10])[CH:13]=[CH:14][CH:15]=1. The catalyst class is: 1. (5) Reactant: [F:1][C:2]1[CH:10]=[C:9]2[C:5]([C:6]([C:12]3[N:13]=[C:14]4[C:20]([C:21]([OH:23])=O)=[CH:19][N:18]([CH2:24][O:25][CH2:26][CH2:27][Si:28]([CH3:31])([CH3:30])[CH3:29])[C:15]4=[N:16][CH:17]=3)=[N:7][N:8]2[CH3:11])=[CH:4][CH:3]=1.[O:32]1[CH2:35][CH:34]([C@H:36]([NH2:38])[CH3:37])[CH2:33]1.C(N(CC)C(C)C)(C)C.CN(C(ON1N=NC2C=CC=NC1=2)=[N+](C)C)C.F[P-](F)(F)(F)(F)F. Product: [O:32]1[CH2:35][CH:34]([C@H:36]([NH:38][C:21]([C:20]2[C:14]3[C:15](=[N:16][CH:17]=[C:12]([C:6]4[C:5]5[C:9](=[CH:10][C:2]([F:1])=[CH:3][CH:4]=5)[N:8]([CH3:11])[N:7]=4)[N:13]=3)[N:18]([CH2:24][O:25][CH2:26][CH2:27][Si:28]([CH3:30])([CH3:29])[CH3:31])[CH:19]=2)=[O:23])[CH3:37])[CH2:33]1. The catalyst class is: 3. (6) Reactant: [H-].[Na+].[NH:3]1[CH:7]=[N:6][CH:5]=[N:4]1.[Cl:8][C:9]1[C:14]([C:15]2[C:20]([F:21])=[CH:19][C:18]([F:22])=[CH:17][C:16]=2[F:23])=[C:13]([N:24]2[CH2:29][CH2:28][CH2:27][CH:26]([CH3:30])[O:25]2)[N:12]=[C:11](S(C)(=O)=O)[N:10]=1.C(OC)(C)(C)C. Product: [Cl:8][C:9]1[C:14]([C:15]2[C:20]([F:21])=[CH:19][C:18]([F:22])=[CH:17][C:16]=2[F:23])=[C:13]([N:24]2[CH2:29][CH2:28][CH2:27][CH:26]([CH3:30])[O:25]2)[N:12]=[C:11]([N:3]2[CH:7]=[N:6][CH:5]=[N:4]2)[N:10]=1. The catalyst class is: 7. (7) Reactant: [C:1]1([CH2:7][CH2:8][O:9][C@H:10]2[CH2:15][CH2:14][C@H:13]([N:16]3C(=O)C4C(=CC=CC=4)C3=O)[CH2:12][CH2:11]2)[CH:6]=[CH:5][CH:4]=[CH:3][CH:2]=1.O.NN.Cl. Product: [C:1]1([CH2:7][CH2:8][O:9][C@H:10]2[CH2:15][CH2:14][C@H:13]([NH2:16])[CH2:12][CH2:11]2)[CH:2]=[CH:3][CH:4]=[CH:5][CH:6]=1. The catalyst class is: 219.